This data is from Full USPTO retrosynthesis dataset with 1.9M reactions from patents (1976-2016). The task is: Predict the reactants needed to synthesize the given product. (1) Given the product [OH:2][C:3]1[CH:8]=[CH:7][C:6]([C:9]([C:11]2[CH:16]=[CH:15][C:14]([S:17]([CH3:20])(=[O:19])=[O:18])=[CH:13][CH:12]=2)=[O:10])=[CH:5][CH:4]=1, predict the reactants needed to synthesize it. The reactants are: C[O:2][C:3]1[CH:8]=[CH:7][C:6]([C:9]([C:11]2[CH:16]=[CH:15][C:14]([S:17]([CH3:20])(=[O:19])=[O:18])=[CH:13][CH:12]=2)=[O:10])=[CH:5][CH:4]=1.[Cl-].[Al+3].[Cl-].[Cl-].O. (2) Given the product [CH:1]([C:4]1[CH:9]=[CH:8][C:7]([C:10]2([CH3:22])[C:14]3[CH:15]=[C:16]([NH:21][C:13](=[O:12])[CH2:14][C:10]([CH3:22])([CH3:11])[CH3:7])[C:17]([CH3:20])=[C:18]([CH3:19])[C:13]=3[O:12][CH2:11]2)=[CH:6][CH:5]=1)([CH3:3])[CH3:2], predict the reactants needed to synthesize it. The reactants are: [CH:1]([C:4]1[CH:9]=[CH:8][C:7]([C:10]2([CH3:22])[C:14]3[CH:15]=[C:16]([NH2:21])[C:17]([CH3:20])=[C:18]([CH3:19])[C:13]=3[O:12][CH2:11]2)=[CH:6][CH:5]=1)([CH3:3])[CH3:2]. (3) Given the product [CH3:12][O:7][C:6](=[O:8])[C:5]1[C:4](=[CH:3][C:2]([CH3:1])=[CH:10][CH:9]=1)[OH:11], predict the reactants needed to synthesize it. The reactants are: [CH3:1][C:2]1[CH:3]=[C:4]([OH:11])[C:5](=[CH:9][CH:10]=1)[C:6]([OH:8])=[O:7].[CH:12]1(N=C=NC2CCCCC2)CCCCC1. (4) The reactants are: Br[CH2:2][CH2:3][O:4][C:5]([NH:7][CH2:8][CH2:9][C:10]1[CH:15]=[CH:14][CH:13]=[CH:12][C:11]=1[C:16]1[CH:21]=[CH:20][C:19]([C@@H:22]2[C@@:27]([OH:42])([C:28]3[CH:33]=[CH:32][C:31]([CH2:34][O:35][CH2:36][C@@H:37]([CH3:41])[CH2:38][O:39][CH3:40])=[CH:30][CH:29]=3)[CH2:26][CH2:25][N:24]([C:43]([O:45][C:46]([CH3:49])([CH3:48])[CH3:47])=[O:44])[CH2:23]2)=[C:18]([CH3:50])[CH:17]=1)=[O:6].[H-].[Na+]. Given the product [OH:42][C@:27]1([C:28]2[CH:29]=[CH:30][C:31]([CH2:34][O:35][CH2:36][C@@H:37]([CH3:41])[CH2:38][O:39][CH3:40])=[CH:32][CH:33]=2)[CH2:26][CH2:25][N:24]([C:43]([O:45][C:46]([CH3:49])([CH3:47])[CH3:48])=[O:44])[CH2:23][C@@H:22]1[C:19]1[CH:20]=[CH:21][C:16]([C:11]2[CH:12]=[CH:13][CH:14]=[CH:15][C:10]=2[CH2:9][CH2:8][N:7]2[CH2:2][CH2:3][O:4][C:5]2=[O:6])=[CH:17][C:18]=1[CH3:50], predict the reactants needed to synthesize it. (5) Given the product [Cl:16][C:10]1[CH:11]=[CH:12][CH:13]=[C:14]([F:15])[C:9]=1[C:3]1[C:4]([CH3:8])=[N:5][N:6]([CH3:7])[C:2]=1[CH:24]([CH:23]([CH3:26])[CH3:22])[OH:25], predict the reactants needed to synthesize it. The reactants are: Br[C:2]1[N:6]([CH3:7])[N:5]=[C:4]([CH3:8])[C:3]=1[C:9]1[C:14]([F:15])=[CH:13][CH:12]=[CH:11][C:10]=1[Cl:16].C([Li])CCC.[CH3:22][CH:23]([CH3:26])[CH:24]=[O:25]. (6) Given the product [Cl:21][C:2]1[C:3]2[C:10]3[CH2:11][N:12]([C:14]([O:16][CH2:17][CH3:18])=[O:15])[CH2:13][C:9]=3[S:8][C:4]=2[N:5]=[CH:6][N:7]=1, predict the reactants needed to synthesize it. The reactants are: O=[C:2]1[NH:7][CH:6]=[N:5][C:4]2[S:8][C:9]3[CH2:13][N:12]([C:14]([O:16][CH2:17][CH3:18])=[O:15])[CH2:11][C:10]=3[C:3]1=2.P(Cl)(Cl)([Cl:21])=O. (7) Given the product [F:1][C:2]([F:13])([F:12])[CH:3]1[CH2:8][CH2:7][CH:6]([C:9]([Cl:16])=[O:10])[CH2:5][CH2:4]1, predict the reactants needed to synthesize it. The reactants are: [F:1][C:2]([F:13])([F:12])[CH:3]1[CH2:8][CH2:7][CH:6]([C:9](O)=[O:10])[CH2:5][CH2:4]1.O=S(Cl)[Cl:16]. (8) Given the product [NH2:15][C:14]1[CH:16]=[CH:17][C:11]([Br:10])=[CH:12][C:13]=1[C:1]([C:2]1[CH:3]=[CH:4][CH:5]=[CH:6][CH:7]=1)=[O:9], predict the reactants needed to synthesize it. The reactants are: [C:1]([OH:9])(=O)[C:2]1[CH:7]=[CH:6][CH:5]=[CH:4][CH:3]=1.[Br:10][C:11]1[CH:17]=[CH:16][C:14]([NH2:15])=[CH:13][CH:12]=1. (9) Given the product [OH:18][CH2:15][CH2:14][CH2:13][CH2:12][CH2:11][CH2:10][CH2:9][CH2:8][CH2:7][CH2:6][CH2:5][CH2:4][CH2:3][CH2:2][C:1]([OH:16])=[O:17], predict the reactants needed to synthesize it. The reactants are: [C:1]1(=[O:17])[O:16][CH2:15][CH2:14][CH2:13][CH2:12][CH2:11][CH2:10][CH2:9][CH2:8][CH2:7][CH2:6][CH2:5][CH2:4][CH2:3][CH2:2]1.[OH-:18].[K+].